Dataset: Full USPTO retrosynthesis dataset with 1.9M reactions from patents (1976-2016). Task: Predict the reactants needed to synthesize the given product. (1) Given the product [Cl:29][C:27]1[CH:26]=[CH:25][N:24]=[C:23]([Sn:9]([CH2:14][CH2:15][CH2:16][CH3:17])([CH2:18][CH2:19][CH2:20][CH3:21])[CH2:10][CH2:11][CH2:12][CH3:13])[N:28]=1.[Cl:22][C:23]1[N:28]=[C:27]([Sn:9]([CH2:14][CH2:15][CH2:16][CH3:17])([CH2:18][CH2:19][CH2:20][CH3:21])[CH2:10][CH2:11][CH2:12][CH3:13])[CH:26]=[CH:25][N:24]=1, predict the reactants needed to synthesize it. The reactants are: [Li+].CC([N-]C(C)C)C.[SnH:9]([CH2:18][CH2:19][CH2:20][CH3:21])([CH2:14][CH2:15][CH2:16][CH3:17])[CH2:10][CH2:11][CH2:12][CH3:13].[Cl:22][C:23]1[N:28]=[C:27]([Cl:29])[CH:26]=[CH:25][N:24]=1. (2) Given the product [Cl:19][C:17]1[CH:16]=[CH:15][C:14]2[N:8]([CH2:7][C:6]([CH3:52])([CH3:53])[CH2:5][OH:4])[C:9](=[O:51])[C@@H:10]([CH2:30][C:31]([NH:33][C:34]3[CH:35]=[C:36]([CH2:44][CH2:45][C:46]([OH:48])=[O:47])[CH:37]=[CH:38][C:39]=3[O:40][CH:41]([CH3:42])[CH3:43])=[O:32])[O:11][C@H:12]([C:20]3[CH:25]=[CH:24][CH:23]=[C:22]([O:26][CH3:27])[C:21]=3[O:28][CH3:29])[C:13]=2[CH:18]=1, predict the reactants needed to synthesize it. The reactants are: C([O:4][CH2:5][C:6]([CH3:53])([CH3:52])[CH2:7][N:8]1[C:14]2[CH:15]=[CH:16][C:17]([Cl:19])=[CH:18][C:13]=2[C@@H:12]([C:20]2[CH:25]=[CH:24][CH:23]=[C:22]([O:26][CH3:27])[C:21]=2[O:28][CH3:29])[O:11][C@H:10]([CH2:30][C:31]([NH:33][C:34]2[CH:35]=[C:36]([CH2:44][CH2:45][C:46]([O:48]CC)=[O:47])[CH:37]=[CH:38][C:39]=2[O:40][CH:41]([CH3:43])[CH3:42])=[O:32])[C:9]1=[O:51])(=O)C.[OH-].[Na+].C(O)C. (3) The reactants are: C([O:3][C:4]([CH:6]1[CH2:10][CH2:9][N:8]([C:11]([O:13][C:14]([CH3:17])([CH3:16])[CH3:15])=[O:12])[CH2:7]1)=O)C.[BH4-].[Na+]. Given the product [C:14]([O:13][C:11]([N:8]1[CH2:9][CH2:10][CH:6]([CH2:4][OH:3])[CH2:7]1)=[O:12])([CH3:17])([CH3:16])[CH3:15], predict the reactants needed to synthesize it. (4) Given the product [Cl:32][C:33]1[CH:38]=[CH:37][CH:36]=[C:35]([Cl:39])[C:34]=1[NH:40][C:41]([N:5]1[CH2:6][CH:1]2[CH2:7][CH:4]1[CH2:3][N:2]2[C:8]1[N:13]=[CH:12][C:11]([NH:14][C:15]([C:17]2[N:18]=[C:19]([C:26]3[CH:31]=[CH:30][CH:29]=[CH:28][CH:27]=3)[O:20][C:21]=2[C:22]([F:25])([F:24])[F:23])=[O:16])=[CH:10][CH:9]=1)=[O:42], predict the reactants needed to synthesize it. The reactants are: [CH:1]12[CH2:7][CH:4]([NH:5][CH2:6]1)[CH2:3][N:2]2[C:8]1[N:13]=[CH:12][C:11]([NH:14][C:15]([C:17]2[N:18]=[C:19]([C:26]3[CH:31]=[CH:30][CH:29]=[CH:28][CH:27]=3)[O:20][C:21]=2[C:22]([F:25])([F:24])[F:23])=[O:16])=[CH:10][CH:9]=1.[Cl:32][C:33]1[CH:38]=[CH:37][CH:36]=[C:35]([Cl:39])[C:34]=1[N:40]=[C:41]=[O:42]. (5) Given the product [Cl:31][C:27]1[CH:26]=[C:25]2[C:16]3([CH2:20][CH2:19][N:18]([C:21]([O:23][CH3:24])=[O:22])[CH2:17]3)[CH2:15][N:14]([C:12](=[O:13])[NH:11][C:9]3[S:10][C:6]([S:5][CH2:4][CH2:3][CH2:2][NH:1][S:33]([CH3:32])(=[O:35])=[O:34])=[CH:7][N:8]=3)[C:30]2=[CH:29][CH:28]=1, predict the reactants needed to synthesize it. The reactants are: [NH2:1][CH2:2][CH2:3][CH2:4][S:5][C:6]1[S:10][C:9]([NH:11][C:12]([N:14]2[C:30]3[C:25](=[CH:26][C:27]([Cl:31])=[CH:28][CH:29]=3)[C:16]3([CH2:20][CH2:19][N:18]([C:21]([O:23][CH3:24])=[O:22])[CH2:17]3)[CH2:15]2)=[O:13])=[N:8][CH:7]=1.[CH3:32][S:33](Cl)(=[O:35])=[O:34].